Dataset: Forward reaction prediction with 1.9M reactions from USPTO patents (1976-2016). Task: Predict the product of the given reaction. (1) Given the reactants Cl.[CH2:2]([O:9][NH2:10])[C:3]1[CH:8]=[CH:7][CH:6]=[CH:5][CH:4]=1.[CH:11](=O)[C:12]1[CH:17]=[CH:16][CH:15]=[CH:14][CH:13]=1, predict the reaction product. The product is: [CH2:2]([O:9][N:10]=[CH:11][C:12]1[CH:17]=[CH:16][CH:15]=[CH:14][CH:13]=1)[C:3]1[CH:8]=[CH:7][CH:6]=[CH:5][CH:4]=1. (2) Given the reactants [C:1]([C:4]1[O:5][CH:6]=[C:7]([C:9]([OH:11])=O)[N:8]=1)(=[O:3])[CH3:2].[NH2:12][C@@H:13]([CH3:30])[CH2:14][N:15]1[CH:19]=[CH:18][C:17]([C:20]2[CH:27]=[CH:26][C:23]([C:24]#[N:25])=[C:22]([Cl:28])[C:21]=2[CH3:29])=[N:16]1, predict the reaction product. The product is: [C:1]([C:4]1[O:5][CH:6]=[C:7]([C:9]([NH:12][C@@H:13]([CH3:30])[CH2:14][N:15]2[CH:19]=[CH:18][C:17]([C:20]3[CH:27]=[CH:26][C:23]([C:24]#[N:25])=[C:22]([Cl:28])[C:21]=3[CH3:29])=[N:16]2)=[O:11])[N:8]=1)(=[O:3])[CH3:2]. (3) Given the reactants [F:1][C:2]([F:14])([F:13])[C:3]1[CH:8]=[CH:7][CH:6]=[CH:5][C:4]=1[S:9]([O-:12])(=[O:11])=[O:10].[OH:15][C:16]1[CH:21]=[CH:20][C:19]([S+:22]([C:29]2[CH:34]=[CH:33][CH:32]=[CH:31][CH:30]=2)[C:23]2[CH:28]=[CH:27][CH:26]=[CH:25][CH:24]=2)=[CH:18][CH:17]=1.C(=O)([O-])[O-].[K+].[K+].CN(C)CCN(C)C.[CH:49]([O:51][CH2:52][CH2:53]Cl)=[CH2:50], predict the reaction product. The product is: [F:14][C:2]([F:1])([F:13])[C:3]1[CH:8]=[CH:7][CH:6]=[CH:5][C:4]=1[S:9]([O-:12])(=[O:11])=[O:10].[CH:49]([O:51][CH2:52][CH2:53][O:15][C:16]1[CH:21]=[CH:20][C:19]([S+:22]([C:29]2[CH:30]=[CH:31][CH:32]=[CH:33][CH:34]=2)[C:23]2[CH:28]=[CH:27][CH:26]=[CH:25][CH:24]=2)=[CH:18][CH:17]=1)=[CH2:50]. (4) Given the reactants [CH3:1][N:2]1[C:10]2[C:5](=[CH:6][CH:7]=[C:8]([O:11][CH3:12])[CH:9]=2)[C:4]([C:13]([OH:15])=O)=[C:3]1[CH3:16].C(Cl)(=O)C(Cl)=O.C(Cl)Cl.[N:26]1([CH2:32][CH2:33][CH2:34][NH2:35])[CH2:31][CH2:30][O:29][CH2:28][CH2:27]1, predict the reaction product. The product is: [CH3:12][O:11][C:8]1[CH:9]=[C:10]2[C:5]([C:4]([C:13]([NH:35][CH2:34][CH2:33][CH2:32][N:26]3[CH2:31][CH2:30][O:29][CH2:28][CH2:27]3)=[O:15])=[C:3]([CH3:16])[N:2]2[CH3:1])=[CH:6][CH:7]=1. (5) Given the reactants F[C:2]1[CH:11]=[C:10]([F:12])[CH:9]=[C:8]2[C:3]=1[C:4](=[O:19])[NH:5][C:6]([C:13]1[CH:18]=[CH:17][N:16]=[CH:15][CH:14]=1)=[N:7]2.[CH3:20][O-:21].[Na+].CO.O, predict the reaction product. The product is: [F:12][C:10]1[CH:9]=[C:8]2[C:3]([C:4](=[O:19])[NH:5][C:6]([C:13]3[CH:18]=[CH:17][N:16]=[CH:15][CH:14]=3)=[N:7]2)=[C:2]([O:21][CH3:20])[CH:11]=1.